From a dataset of Forward reaction prediction with 1.9M reactions from USPTO patents (1976-2016). Predict the product of the given reaction. (1) Given the reactants [C:1]([O:5][C:6](=[O:29])[NH:7][CH:8]1[CH2:13][CH2:12][N:11]([CH2:14][CH2:15][N:16]2[C:21]3[CH:22]=[C:23]([O:26][CH3:27])[CH:24]=[CH:25][C:20]=3[O:19][CH2:18][C:17]2=[O:28])[CH2:10][CH2:9]1)([CH3:4])([CH3:3])[CH3:2].I([O-])(=O)(=O)=[O:31].[Na+], predict the reaction product. The product is: [C:1]([O:5][C:6](=[O:29])[NH:7][CH:8]1[CH2:9][CH2:10][N:11]([CH2:14][CH2:15][N:16]2[C:21]3[CH:22]=[C:23]([O:26][CH3:27])[CH:24]=[CH:25][C:20]=3[O:19][CH2:18][C:17]2=[O:28])[C:12](=[O:31])[CH2:13]1)([CH3:4])([CH3:2])[CH3:3]. (2) Given the reactants [CH3:1][O:2][C:3]1[CH:4]=[C:5]([NH2:9])[CH:6]=[CH:7][CH:8]=1.[N+:10]([CH:13]([CH:16]=O)[CH:14]=[O:15])([O-:12])=[O:11], predict the reaction product. The product is: [CH3:1][O:2][C:3]1[CH:4]=[C:5]([NH:9][CH:16]=[C:13]([N+:10]([O-:12])=[O:11])[CH:14]=[O:15])[CH:6]=[CH:7][CH:8]=1.